From a dataset of Full USPTO retrosynthesis dataset with 1.9M reactions from patents (1976-2016). Predict the reactants needed to synthesize the given product. Given the product [F:12][C:13]1[CH:14]=[C:15]([N:25]2[C:26](=[O:31])[CH:27]=[C:28]([CH3:29])[N:11]=[C:9]2[CH2:8][O:7][C:3]2[CH:2]=[N:1][CH:6]=[CH:5][CH:4]=2)[CH:16]=[CH:17][C:18]=1[N:19]1[CH2:24][CH2:23][O:22][CH2:21][CH2:20]1, predict the reactants needed to synthesize it. The reactants are: [N:1]1[CH:6]=[CH:5][CH:4]=[C:3]([O:7][CH2:8][C:9]([NH2:11])=O)[CH:2]=1.[F:12][C:13]1[CH:14]=[C:15]([NH:25][C:26](=[O:31])[CH2:27][C:28](=O)[CH3:29])[CH:16]=[CH:17][C:18]=1[N:19]1[CH2:24][CH2:23][O:22][CH2:21][CH2:20]1.CCOC(C)=O.O.